This data is from Experimentally validated miRNA-target interactions with 360,000+ pairs, plus equal number of negative samples. The task is: Binary Classification. Given a miRNA mature sequence and a target amino acid sequence, predict their likelihood of interaction. (1) The protein sequence of the target gene is MAEKLPTEFDVVIIGTGLPESILAAACSRSGQRVLHVDSRSYYGGNWASFSFTGLQSWLKDYQQNHDSEEGVTATWQDLIHETEEAISLRKKDETIQHTEVFCYASQDVEDSVQDTETLQRSSPLEASATPADSLDSASLPKERQSAYSTSYEVPSRHTEESDRELSLPSANVEDSLEKEKYCGDKTDMHTVSGEDKGEHKLVVQDSIEQPKRNRITYSQMVKESRRFNIDLVSKPLYSQGSLIDLLIKSNVSRYAEFKNVTRILAFWEGKVEQVPCSRADVFNSKELSMVEKRMLMKFL.... Result: 0 (no interaction). The miRNA is hsa-miR-4315 with sequence CCGCUUUCUGAGCUGGAC. (2) The miRNA is hsa-miR-6752-5p with sequence GGGGGGUGUGGAGCCAGGGGGC. The protein sequence of the target gene is MASRQPEVPALEASAPLGKMSLPIGIYRRAVSYDDTLEDPAPMTPPPSDMGSVPWKPVIPERKYQHLAKVEEGEASLPSPAMTLSSAIDSVDKVPVVKAKATHVIMNSLITKQTQESIQHFERQAGLRDAGYTPHKGLTTEETKYLRVAEALHKLKLQSGEVTKEERQPASAQSTPSTTPHSSPKQRPRGWFTSGSSTALPGPNPSTMDSGSGDKDRNLSDKWSLFGPRSLQKYDSGSFATQAYRGAQKPSPLELIRAQANRMAEDPAALKPPKMDIPVMEGKKQPPRAHNLKPRDLNVL.... Result: 0 (no interaction). (3) The miRNA is hsa-miR-4646-3p with sequence AUUGUCCCUCUCCCUUCCCAG. The protein sequence of the target gene is MPYANQPTVRITELTDENVKFIIENTDLAVANSIRRVFIAEVPIIAIDWVQIDANSSVLHDEFIAHRLGLIPLISDDIVDKLQYSRDCTCEEFCPECSVEFTLDVRCNEDQTRHVTSRDLISNSPRVIPVTSRNRDNDPNDYVEQDDILIVKLRKGQELRLRAYAKKGFGKEHAKWNPTAGVAFEYDPDNALRHTVYPKPEEWPKSEYSELDEDESQAPYDPNGKPERFYYNVESCGSLRPETIVLSALSGLKKKLSDLQTQLSHEIQSDVLTIN. Result: 0 (no interaction). (4) The miRNA is mmu-miR-1192 with sequence AAACAAACAAACAGACCAAAUU. The protein sequence of the target gene is MNLRSVFTVEQQRILQRYYENGMTNQSKNCFQLILQCAQETKLDFSVVRTWVGNKRRKMSSKSCESGAAGTVSGTSLAAPDITVRNVVNIARPSSQQSSWTSANNDVIVTGIYSPVSSSSKQGTTKHTNTQITEAHKIPIQKAANKNDTELQLHIPVQRQVAHCKNASVLLGEKTIILSRQTSVLNAGNSVYNHTKKSYGSSPVQASEMTVPQKPSVCQRPCKIEPVGIQRSYKPEHAGLASHNLCGQKPTIRDPCCRTQNLEIREVFSLAVSDYPQRILGGNSTQKPASAEGTCLSIAM.... Result: 1 (interaction). (5) The miRNA is mmu-miR-412-3p with sequence UUCACCUGGUCCACUAGCCG. The protein sequence of the target gene is MRNLKLHRTLEFRDIQAPGKPQCFCLRAEQGTVLIGSERGLTEVDPVRREVKTEISLVAEGFLPEDGSGCIVGIQDLLDQESVCVATASGDVIVCNLSTQQLECVGSVASGISVMSWSPDQELLLLATAQQTLIMMTKDFEVIAEEQIHQDDFGEGKFVTVGWGSKQTQFHGSEGRPTAFPVQLPENALPWDDRRPHITWRGDGQYFAVSVVCRQTEARKIRVWNREFALQSTSESVPGLGPALAWKPSGSLIASTQDKPNQQDVVFFEKNGLLHGHFTLPFLKDEVKVNDLLWNADSSV.... Result: 0 (no interaction).